Binary Classification. Given a T-cell receptor sequence (or CDR3 region) and an epitope sequence, predict whether binding occurs between them. From a dataset of TCR-epitope binding with 47,182 pairs between 192 epitopes and 23,139 TCRs. (1) Result: 1 (the TCR binds to the epitope). The epitope is ALSKGVHFV. The TCR CDR3 sequence is CASSLDGNLGNTIYF. (2) The epitope is MLNIPSINV. The TCR CDR3 sequence is CASSARTLRPGSSYNEQFF. Result: 1 (the TCR binds to the epitope). (3) The epitope is LLDFVRFMGV. The TCR CDR3 sequence is CASSKGRGVPILYEQYF. Result: 0 (the TCR does not bind to the epitope). (4) The TCR CDR3 sequence is CASSLRSEEQYF. The epitope is FPPTSFGPL. Result: 1 (the TCR binds to the epitope). (5) The epitope is ALSKGVHFV. The TCR CDR3 sequence is CASSRGFLGTGRDEQYF. Result: 1 (the TCR binds to the epitope). (6) The epitope is IQYIDIGNY. The TCR CDR3 sequence is CASSYGQGPAGELFF. Result: 1 (the TCR binds to the epitope).